This data is from Full USPTO retrosynthesis dataset with 1.9M reactions from patents (1976-2016). The task is: Predict the reactants needed to synthesize the given product. (1) Given the product [OH:27][NH:26][C:11](=[O:12])/[CH:10]=[CH:9]/[C:4]1[CH:5]=[CH:6][CH:7]=[CH:8][C:3]=1[N:2]([CH3:1])[CH2:15][C:16]1[CH:21]=[CH:20][CH:19]=[C:18]([C:22]([F:25])([F:24])[F:23])[CH:17]=1, predict the reactants needed to synthesize it. The reactants are: [CH3:1][N:2]([CH2:15][C:16]1[CH:21]=[CH:20][CH:19]=[C:18]([C:22]([F:25])([F:24])[F:23])[CH:17]=1)[C:3]1[CH:8]=[CH:7][CH:6]=[CH:5][C:4]=1/[CH:9]=[CH:10]/[C:11](OC)=[O:12].[NH2:26][OH:27].[OH-].[Na+].Cl. (2) Given the product [C:40](=[O:48])([O:45][CH2:46][CH3:47])[O:41][CH:42]([N:14]1[C:11]2=[N:12][CH:13]=[C:8]([C:5]3[CH:6]=[CH:7][C:2]([Cl:1])=[CH:3][CH:4]=3)[CH:9]=[C:10]2[C:16]([C:17](=[O:18])[C:19]2[C:24]([F:25])=[CH:23][CH:22]=[C:21]([NH:26][S:27]([CH2:30][CH2:31][CH3:32])(=[O:28])=[O:29])[C:20]=2[F:33])=[CH:15]1)[CH3:43], predict the reactants needed to synthesize it. The reactants are: [Cl:1][C:2]1[CH:7]=[CH:6][C:5]([C:8]2[CH:9]=[C:10]3[C:16]([C:17]([C:19]4[C:20]([F:33])=[C:21]([NH:26][S:27]([CH2:30][CH2:31][CH3:32])(=[O:29])=[O:28])[CH:22]=[CH:23][C:24]=4[F:25])=[O:18])=[CH:15][NH:14][C:11]3=[N:12][CH:13]=2)=[CH:4][CH:3]=1.C([O-])([O-])=O.[K+].[K+].[C:40](=[O:48])([O:45][CH2:46][CH3:47])[O:41][CH:42](Cl)[CH3:43]. (3) Given the product [Br:6][C:7]1[CH:8]=[C:9]([C:21]([F:22])([F:23])[F:24])[CH:10]=[C:11]2[C:16]=1[N:15]=[C:14]([C:17]1[N:42]3[CH:43]=[CH:38][C:3]([O:4][CH2:5][CH2:1][O:31][CH3:30])=[CH:2][C:41]3=[N:44][CH:18]=1)[CH:13]=[CH:12]2, predict the reactants needed to synthesize it. The reactants are: [CH2:1]1[CH2:5][O:4][CH2:3][CH2:2]1.[Br:6][C:7]1[CH:8]=[C:9]([C:21]([F:24])([F:23])[F:22])[CH:10]=[C:11]2[C:16]=1[N:15]=[C:14]([CH:17]=[CH:18]OC)[CH:13]=[CH:12]2.BrN1[C:30](=[O:31])CCC1=O.COCCO[C:38]1C=C[C:41]([NH2:44])=[N:42][CH:43]=1.